From a dataset of Serine/threonine kinase 33 screen with 319,792 compounds. Binary Classification. Given a drug SMILES string, predict its activity (active/inactive) in a high-throughput screening assay against a specified biological target. (1) The compound is S(=O)(=O)(N1CCOCC1)c1ccc(NC(=S)N\N=C2\CCCCC2)cc1. The result is 0 (inactive). (2) The compound is O=C(N)C1CCN(CC1)c1nc(nc(c1)C)c1ccccc1. The result is 0 (inactive). (3) The molecule is O(c1cc(ccc1)C(=O)/C(=N\Nc1cc(c2nc(ncc2)C)ccc1)C#N)C. The result is 0 (inactive). (4) The molecule is s1c(NC2CC2)nnc1SCC(=O)c1[nH]ccc1. The result is 0 (inactive). (5) The drug is S(=O)(=O)(NCC(=O)N(CC1OCCC1)CC(=O)NC1CCCCC1)c1ccc(cc1)C. The result is 0 (inactive). (6) The drug is S1(=O)(=O)c2c(ccc(C(=O)N3CCN(CC3)CCOC)c2)C(=O)c2c1cccc2. The result is 0 (inactive). (7) The compound is O=C1N(C(=O)c2c1cc(NC(=O)c1c3c(ccc1)cccc3)cc2)C. The result is 0 (inactive). (8) The drug is O1C(C(CN(C(CO)C)C(=O)c2c1c(NC(=O)C1CC1)ccc2)C)CN(Cc1ccncc1)C. The result is 0 (inactive). (9) The drug is O=C(NNC1=c2c(=NC1=O)cccc2)CCn1nc(cc1C)C. The result is 0 (inactive).